This data is from Full USPTO retrosynthesis dataset with 1.9M reactions from patents (1976-2016). The task is: Predict the reactants needed to synthesize the given product. (1) The reactants are: [N:1]([C:4]1[CH:9]=[CH:8][C:7]([S:10]([NH2:13])(=[O:12])=[O:11])=[CH:6][CH:5]=1)=[C:2]=[S:3].[I:14][C:15]1[CH:21]=[CH:20][CH:19]=[CH:18][C:16]=1[NH2:17]. Given the product [I:14][C:15]1[CH:21]=[CH:20][CH:19]=[CH:18][C:16]=1[NH:17][C:2](=[S:3])[NH:1][C:4]1[CH:5]=[CH:6][C:7]([S:10]([NH2:13])(=[O:11])=[O:12])=[CH:8][CH:9]=1, predict the reactants needed to synthesize it. (2) Given the product [CH3:20][CH:18]([O:17][C@H:16]([CH3:21])[C@@H:15]([C:22]([O:24][CH3:25])=[O:23])[NH:14][C:12]([C:3]1[C:2]([NH:1][C:27]([NH:26][C:29]2[C:30]([CH3:37])=[CH:31][C:32]([CH3:36])=[CH:33][C:34]=2[CH3:35])=[O:28])=[CH:11][C:10]2[C:5](=[CH:6][CH:7]=[CH:8][CH:9]=2)[CH:4]=1)=[O:13])[CH3:19], predict the reactants needed to synthesize it. The reactants are: [NH2:1][C:2]1[C:3]([C:12]([NH:14][C@H:15]([C:22]([O:24][CH3:25])=[O:23])[C@@H:16]([CH3:21])[O:17][CH:18]([CH3:20])[CH3:19])=[O:13])=[CH:4][C:5]2[C:10]([CH:11]=1)=[CH:9][CH:8]=[CH:7][CH:6]=2.[N:26]([C:29]1[C:34]([CH3:35])=[CH:33][C:32]([CH3:36])=[CH:31][C:30]=1[CH3:37])=[C:27]=[O:28]. (3) Given the product [F:1][C:2]1[CH:3]=[C:4]([C:21]2[CH:22]=[N:23][N:24]3[CH:29]=[CH:28][C:27]([N:30]4[C@@H:34]([C:35]5[CH:40]=[CH:39][C:38]([F:41])=[CH:37][N:36]=5)[CH2:33][O:32][C:31]4=[O:42])=[N:26][C:25]=23)[CH:5]=[CH:6][C:7]=1[C:8]1[N:12]=[CH:11][NH:10][N:9]=1, predict the reactants needed to synthesize it. The reactants are: [F:1][C:2]1[CH:3]=[C:4]([C:21]2[CH:22]=[N:23][N:24]3[CH:29]=[CH:28][C:27]([N:30]4[C@@H:34]([C:35]5[CH:40]=[CH:39][C:38]([F:41])=[CH:37][N:36]=5)[CH2:33][O:32][C:31]4=[O:42])=[N:26][C:25]=23)[CH:5]=[CH:6][C:7]=1[C:8]1[N:12]=[CH:11][N:10](COCC[Si](C)(C)C)[N:9]=1.